Predict the reaction yield, written as a fraction of the theoretical maximum amount of product (1.0 means a 100% yield; for example, 0.34 means a 34% yield). From a dataset of Reaction yield outcomes from USPTO patents with 853,638 reactions. The reactants are C([O:4][C@@H:5]1[CH2:9][CH2:8][CH2:7][C@H:6]1[CH2:10][CH2:11][CH2:12][CH:13]=[CH2:14])(=O)C.C[O-].[Na+]. The catalyst is CO. The product is [CH2:10]([C@@H:6]1[CH2:7][CH2:8][CH2:9][C@H:5]1[OH:4])[CH2:11][CH2:12][CH:13]=[CH2:14]. The yield is 0.880.